This data is from Peptide-MHC class I binding affinity with 185,985 pairs from IEDB/IMGT. The task is: Regression. Given a peptide amino acid sequence and an MHC pseudo amino acid sequence, predict their binding affinity value. This is MHC class I binding data. The peptide sequence is LILSNKLLYA. The MHC is HLA-A02:06 with pseudo-sequence HLA-A02:06. The binding affinity (normalized) is 0.668.